From a dataset of Reaction yield outcomes from USPTO patents with 853,638 reactions. Predict the reaction yield, written as a fraction of the theoretical maximum amount of product (1.0 means a 100% yield; for example, 0.34 means a 34% yield). (1) The reactants are C(NC(C)C)(C)C.[Li]CCCC.[F:13][C:14]([F:37])([F:36])[O:15][C:16]1[CH:17]=[C:18]([CH:22]([C:25]2[CH:30]=[CH:29][CH:28]=[C:27]([O:31][C:32]([F:35])([F:34])[F:33])[CH:26]=2)[C:23]#[N:24])[CH:19]=[CH:20][CH:21]=1.[CH2:38](Br)[C:39]1[CH:44]=[CH:43][CH:42]=[CH:41][CH:40]=1. The catalyst is C1COCC1. The product is [C:39]1([CH2:38][C:22]([C:25]2[CH:30]=[CH:29][CH:28]=[C:27]([O:31][C:32]([F:35])([F:34])[F:33])[CH:26]=2)([C:18]2[CH:19]=[CH:20][CH:21]=[C:16]([O:15][C:14]([F:36])([F:37])[F:13])[CH:17]=2)[C:23]#[N:24])[CH:44]=[CH:43][CH:42]=[CH:41][CH:40]=1. The yield is 0.980. (2) The yield is 0.810. The reactants are ClC1C=C([C:9]2[N:13]3[C:14]4[N:22]=[C:21]([O:23][CH3:24])[CH:20]=[CH:19][C:15]=4[N:16]=[C:17]([CH3:18])[C:12]3=[C:11]([CH3:25])[N:10]=2)C=C(Cl)C=1.[Cl:26][C:27]1[CH:32]=[CH:31][C:30](B(O)O)=[C:29]([O:36][CH3:37])[CH:28]=1.C([O-])([O-])=O.[K+].[K+]. The catalyst is C1C=CC([P]([Pd]([P](C2C=CC=CC=2)(C2C=CC=CC=2)C2C=CC=CC=2)([P](C2C=CC=CC=2)(C2C=CC=CC=2)C2C=CC=CC=2)[P](C2C=CC=CC=2)(C2C=CC=CC=2)C2C=CC=CC=2)(C2C=CC=CC=2)C2C=CC=CC=2)=CC=1. The product is [Cl:26][C:27]1[CH:32]=[CH:31][C:30]([C:9]2[N:13]3[C:14]4[N:22]=[C:21]([O:23][CH3:24])[CH:20]=[CH:19][C:15]=4[N:16]=[C:17]([CH3:18])[C:12]3=[C:11]([CH3:25])[N:10]=2)=[C:29]([O:36][CH3:37])[CH:28]=1. (3) The reactants are [CH2:1]([O:8][C@H:9]1[C@H:14]([O:15][CH2:16][C:17]2[CH:22]=[CH:21][CH:20]=[CH:19][CH:18]=2)[C@@H:13]([O:23][CH2:24][C:25]2[CH:30]=[CH:29][CH:28]=[CH:27][CH:26]=2)[C@@:12]([C:33]2[CH:38]=[CH:37][C:36]([Cl:39])=[C:35]([CH2:40][C:41]3[CH:46]=[CH:45][C:44]([O:47][CH2:48][CH2:49][O:50][CH:51]4[CH2:53][CH2:52]4)=[CH:43][CH:42]=3)[CH:34]=2)([O:31][CH3:32])[O:11][C@@H:10]1[CH2:54][O:55][Si](C(C)(C)C)(C)C)[C:2]1[CH:7]=[CH:6][CH:5]=[CH:4][CH:3]=1.C(Cl)(=O)C. The catalyst is CO. The product is [CH2:1]([O:8][C@H:9]1[C@H:14]([O:15][CH2:16][C:17]2[CH:18]=[CH:19][CH:20]=[CH:21][CH:22]=2)[C@@H:13]([O:23][CH2:24][C:25]2[CH:30]=[CH:29][CH:28]=[CH:27][CH:26]=2)[C@@:12]([C:33]2[CH:38]=[CH:37][C:36]([Cl:39])=[C:35]([CH2:40][C:41]3[CH:46]=[CH:45][C:44]([O:47][CH2:48][CH2:49][O:50][CH:51]4[CH2:52][CH2:53]4)=[CH:43][CH:42]=3)[CH:34]=2)([O:31][CH3:32])[O:11][C@@H:10]1[CH2:54][OH:55])[C:2]1[CH:7]=[CH:6][CH:5]=[CH:4][CH:3]=1. The yield is 0.622.